Predict the product of the given reaction. From a dataset of Forward reaction prediction with 1.9M reactions from USPTO patents (1976-2016). (1) Given the reactants [CH2:1]([NH:3][C:4](=[O:51])[NH:5][C:6]1[N:11]=[CH:10][C:9]([C:12]2[CH:13]=[C:14]3[C:19](=[CH:20][CH:21]=2)[N:18]([CH2:22][CH:23]2[CH2:27][CH2:26][N:25]([CH2:28][CH2:29][N:30]4[CH2:35][CH2:34][O:33][CH2:32][CH2:31]4)[CH2:24]2)[CH:17]=[C:16]([C:36]([O:38]CC)=[O:37])[C:15]3=[O:41])=[C:8]([C:42]2[S:43][CH:44]=[C:45]([C:47]([F:50])([F:49])[F:48])[N:46]=2)[CH:7]=1)[CH3:2].[OH-].[Na+], predict the reaction product. The product is: [CH2:1]([NH:3][C:4](=[O:51])[NH:5][C:6]1[N:11]=[CH:10][C:9]([C:12]2[CH:13]=[C:14]3[C:19](=[CH:20][CH:21]=2)[N:18]([CH2:22][CH:23]2[CH2:27][CH2:26][N:25]([CH2:28][CH2:29][N:30]4[CH2:35][CH2:34][O:33][CH2:32][CH2:31]4)[CH2:24]2)[CH:17]=[C:16]([C:36]([OH:38])=[O:37])[C:15]3=[O:41])=[C:8]([C:42]2[S:43][CH:44]=[C:45]([C:47]([F:50])([F:48])[F:49])[N:46]=2)[CH:7]=1)[CH3:2]. (2) Given the reactants [C:1]([O:4][C@@H:5]1[C@@H:19]([O:20][C:21](=[O:23])[CH3:22])[C@H:18]([O:24][C:25](=[O:27])[CH3:26])[CH2:17][S:16][C@H:6]1[O:7][C:8]1[CH:9]=[N:10][C:11](Cl)=[C:12]([F:14])[CH:13]=1)(=[O:3])[CH3:2].[N:28]1[CH:33]=[CH:32][CH:31]=[C:30](B(O)O)[CH:29]=1, predict the reaction product. The product is: [C:1]([O:4][C@@H:5]1[C@@H:19]([O:20][C:21](=[O:23])[CH3:22])[C@H:18]([O:24][C:25](=[O:27])[CH3:26])[CH2:17][S:16][C@H:6]1[O:7][C:8]1[CH:9]=[N:10][C:11]([C:30]2[CH:29]=[N:28][CH:33]=[CH:32][CH:31]=2)=[C:12]([F:14])[CH:13]=1)(=[O:3])[CH3:2]. (3) Given the reactants [Cl:1][C:2]1[CH:7]=[CH:6][C:5]([C:8]2[N:9]([CH:14]3[CH2:16][CH2:15]3)[C:10](=[O:13])[NH:11][N:12]=2)=[CH:4][CH:3]=1.C(=O)([O-])[O-].[Cs+].[Cs+].Br[CH2:24][C:25]1[CH:37]=[CH:36][C:28]([C:29]([NH:31][C:32]([CH3:35])([CH3:34])[CH3:33])=[O:30])=[C:27]([O:38][CH3:39])[CH:26]=1, predict the reaction product. The product is: [C:32]([NH:31][C:29](=[O:30])[C:28]1[CH:36]=[CH:37][C:25]([CH2:24][N:11]2[C:10](=[O:13])[N:9]([CH:14]3[CH2:16][CH2:15]3)[C:8]([C:5]3[CH:4]=[CH:3][C:2]([Cl:1])=[CH:7][CH:6]=3)=[N:12]2)=[CH:26][C:27]=1[O:38][CH3:39])([CH3:35])([CH3:34])[CH3:33]. (4) Given the reactants Br[C:2]1[CH:3]=[C:4]([O:18][CH3:19])[CH:5]=[C:6]2[C:11]=1[O:10][C:9]([C:12]([O:14][CH2:15][CH3:16])=[O:13])=[CH:8][C:7]2=[O:17].C1(P(C2C=CC=CC=2)C2C=CC3C(=CC=CC=3)C=2C2C3C(=CC=CC=3)C=CC=2P(C2C=CC=CC=2)C2C=CC=CC=2)C=CC=CC=1.[N+](C1C=CC([N:75]2[CH2:80][CH2:79][N:78]([C:81](=O)[CH3:82])[CH2:77][CH2:76]2)=CC=1)([O-])=O.CN1CCCNCC1.C(=O)([O-])[O-].[Cs+].[Cs+], predict the reaction product. The product is: [CH2:15]([O:14][C:12]([C:9]1[O:10][C:11]2[C:6]([C:7](=[O:17])[CH:8]=1)=[CH:5][C:4]([O:18][CH3:19])=[CH:3][C:2]=2[N:75]1[CH2:76][CH2:82][CH2:81][N:78]([CH3:77])[CH2:79][CH2:80]1)=[O:13])[CH3:16]. (5) Given the reactants [F:1][C:2]1[CH:26]=[C:25]([N+:27]([O-])=O)[CH:24]=[CH:23][C:3]=1[O:4][C:5]1[C:13]2[C:8](=[CH:9][CH:10]=[CH:11][CH:12]=2)[N:7]([CH2:14][C:15]2[CH:20]=[CH:19][C:18]([O:21][CH3:22])=[CH:17][CH:16]=2)[N:6]=1.O.O.[Sn](Cl)Cl, predict the reaction product. The product is: [F:1][C:2]1[CH:26]=[C:25]([CH:24]=[CH:23][C:3]=1[O:4][C:5]1[C:13]2[C:8](=[CH:9][CH:10]=[CH:11][CH:12]=2)[N:7]([CH2:14][C:15]2[CH:16]=[CH:17][C:18]([O:21][CH3:22])=[CH:19][CH:20]=2)[N:6]=1)[NH2:27].